The task is: Predict the product of the given reaction.. This data is from Forward reaction prediction with 1.9M reactions from USPTO patents (1976-2016). (1) Given the reactants [Cl:1][C:2]1[CH:7]=[CH:6][C:5]([N:8]=[C:9]=[O:10])=[C:4]([O:11][C:12]2[CH:17]=[CH:16][CH:15]=[CH:14][CH:13]=2)[CH:3]=1.[CH3:18][CH:19]([CH3:42])[CH:20]([NH:25][C:26]([C:28]1[S:29][CH:30]=[C:31]([C:33]2[CH:38]=[CH:37][C:36]([N+:39]([O-])=O)=[CH:35][CH:34]=2)[N:32]=1)=[O:27])[C:21]([O:23][CH3:24])=[O:22], predict the reaction product. The product is: [Cl:1][C:2]1[CH:7]=[CH:6][C:5]([NH:8][C:9](=[O:10])[NH:39][C:36]2[CH:37]=[CH:38][C:33]([C:31]3[N:32]=[C:28]([C:26]([NH:25][CH:20]([CH:19]([CH3:42])[CH3:18])[C:21]([O:23][CH3:24])=[O:22])=[O:27])[S:29][CH:30]=3)=[CH:34][CH:35]=2)=[C:4]([O:11][C:12]2[CH:13]=[CH:14][CH:15]=[CH:16][CH:17]=2)[CH:3]=1. (2) Given the reactants C([O:8][C:9](=[O:26])[CH:10]([N:12]1[CH2:17][CH2:16][N:15]([C:18]([O:20][C:21]([CH3:24])([CH3:23])[CH3:22])=[O:19])[CH2:14][C:13]1=[O:25])[CH3:11])C1C=CC=CC=1.[H][H], predict the reaction product. The product is: [C:21]([O:20][C:18]([N:15]1[CH2:16][CH2:17][N:12]([CH:10]([CH3:11])[C:9]([OH:26])=[O:8])[C:13](=[O:25])[CH2:14]1)=[O:19])([CH3:24])([CH3:22])[CH3:23]. (3) Given the reactants [CH3:1][N:2]1[CH2:25][CH2:24][N:5]2[C:6]3[CH:7]=[CH:8][CH:9]=[CH:10][C:11]=3[C:12]([S:13][C:14]3[CH:23]=[CH:22][C:17]([C:18](OC)=[O:19])=[CH:16][CH:15]=3)=[C:4]2[C:3]1=[O:26].[NH2:27][OH:28].Cl.C[O-].[Na+], predict the reaction product. The product is: [OH:28][NH:27][C:18](=[O:19])[C:17]1[CH:16]=[CH:15][C:14]([S:13][C:12]2[C:11]3[CH:10]=[CH:9][CH:8]=[CH:7][C:6]=3[N:5]3[CH2:24][CH2:25][N:2]([CH3:1])[C:3](=[O:26])[C:4]=23)=[CH:23][CH:22]=1. (4) Given the reactants [F:1][C:2]1[CH:3]=[C:4]([CH:27]=[CH:28][C:29]=1[S:30]([CH3:33])(=[O:32])=[O:31])[O:5][CH2:6][CH2:7][C@@H:8]1[CH2:10][C@H:9]1[CH:11]1[CH2:16][CH2:15][N:14](C(OCC2C=CC=CC=2)=O)[CH2:13][CH2:12]1.[H][H], predict the reaction product. The product is: [F:1][C:2]1[CH:3]=[C:4]([CH:27]=[CH:28][C:29]=1[S:30]([CH3:33])(=[O:31])=[O:32])[O:5][CH2:6][CH2:7][C@@H:8]1[CH2:10][C@H:9]1[CH:11]1[CH2:12][CH2:13][NH:14][CH2:15][CH2:16]1. (5) Given the reactants [C:1]([O:5][C:6]([C:8]([CH3:18])=[CH:9][C:10]1[S:14][C:13]([C:15]([OH:17])=[O:16])=[CH:12][CH:11]=1)=[O:7])([CH3:4])([CH3:3])[CH3:2].Cl.O[C:21]1[CH:29]=[CH:28][C:24]([C:25]([NH2:27])=[NH:26])=[CH:23][CH:22]=1.CCN=C=NCCCN(C)C.Cl, predict the reaction product. The product is: [C:1]([O:5][C:6](=[O:7])[C:8]([CH3:18])=[CH:9][C:10]1[S:14][C:13]([C:15]([O:17][C:21]2[CH:29]=[CH:28][C:24]([C:25](=[NH:26])[NH2:27])=[CH:23][CH:22]=2)=[O:16])=[CH:12][CH:11]=1)([CH3:4])([CH3:2])[CH3:3]. (6) Given the reactants C1(C2C=CC(C(O)=O)=NC=2OCC2CC2)CC1.[CH:18]1([CH2:21][C@H:22]([NH:28][C:29]([C:31]2[CH:36]=[CH:35][C:34]([CH:37]3CCO[CH2:39][CH2:38]3)=[C:33]([O:43][CH2:44][CH:45]3[CH2:47][CH2:46]3)[N:32]=2)=[O:30])[C:23]2[S:24][CH:25]=[CH:26][N:27]=2)[CH2:20][CH2:19]1, predict the reaction product. The product is: [CH:18]1([CH2:21][C@H:22]([NH:28][C:29]([C:31]2[CH:36]=[CH:35][C:34]([CH:37]3[CH2:39][CH2:38]3)=[C:33]([O:43][CH2:44][CH:45]3[CH2:47][CH2:46]3)[N:32]=2)=[O:30])[C:23]2[S:24][CH:25]=[CH:26][N:27]=2)[CH2:19][CH2:20]1. (7) Given the reactants Cl[C:2]1[C:11]2[C:6](=[N:7][CH:8]=[CH:9][CH:10]=2)[N:5]=[C:4]([C:12]2[CH:17]=[CH:16][CH:15]=[CH:14][N:13]=2)[C:3]=1[CH3:18].[O:19]1[CH2:24][CH2:23][N:22]([C:25]2[CH:31]=[CH:30][C:29]([N:32]3[CH2:37][CH2:36][O:35][CH2:34][CH2:33]3)=[CH:28][C:26]=2[NH2:27])[CH2:21][CH2:20]1.CC(C)([O-])C.[Na+], predict the reaction product. The product is: [N:22]1([C:25]2[CH:31]=[CH:30][C:29]([N:32]3[CH2:33][CH2:34][O:35][CH2:36][CH2:37]3)=[CH:28][C:26]=2[NH:27][C:2]2[C:11]3[C:6](=[N:7][CH:8]=[CH:9][CH:10]=3)[N:5]=[C:4]([C:12]3[CH:17]=[CH:16][CH:15]=[CH:14][N:13]=3)[C:3]=2[CH3:18])[CH2:23][CH2:24][O:19][CH2:20][CH2:21]1.